From a dataset of Catalyst prediction with 721,799 reactions and 888 catalyst types from USPTO. Predict which catalyst facilitates the given reaction. Reactant: [C:1]([O:5][C:6]([N:8]1[CH2:13][CH:12]=[C:11](OS(C(F)(F)F)(=O)=O)[CH2:10][CH2:9]1)=[O:7])([CH3:4])([CH3:3])[CH3:2].Cl.[NH2:23][C:24]1[CH:29]=[CH:28][C:27](B(O)O)=[CH:26][CH:25]=1.C([O-])([O-])=O.[K+].[K+]. Product: [C:1]([O:5][C:6]([N:8]1[CH2:13][CH:12]=[C:11]([C:27]2[CH:28]=[CH:29][C:24]([NH2:23])=[CH:25][CH:26]=2)[CH2:10][CH2:9]1)=[O:7])([CH3:4])([CH3:3])[CH3:2]. The catalyst class is: 117.